From a dataset of Full USPTO retrosynthesis dataset with 1.9M reactions from patents (1976-2016). Predict the reactants needed to synthesize the given product. (1) Given the product [Cl:1][C:2]1[CH:3]=[C:4]([CH:7]=[C:8]([Br:14])[C:9]=1[NH:10][CH2:11][CH2:12][CH3:13])[CH2:5][NH2:6], predict the reactants needed to synthesize it. The reactants are: [Cl:1][C:2]1[CH:3]=[C:4]([CH:7]=[C:8]([Br:14])[C:9]=1[NH:10][CH2:11][CH2:12][CH3:13])[C:5]#[N:6].[H-].[Al+3].[Li+].[H-].[H-].[H-].O.O.O.O.O.O.O.O.O.O.S([O-])([O-])(=O)=O.[Na+].[Na+]. (2) Given the product [Cl:21][CH2:20][CH2:19][CH2:18][N:11]1[CH2:10][CH2:9][C:8]2[C:13](=[CH:14][C:5]([C:1](=[O:4])[CH2:2][CH3:3])=[CH:6][CH:7]=2)[CH2:12]1, predict the reactants needed to synthesize it. The reactants are: [C:1]([C:5]1[CH:14]=[C:13]2[C:8]([CH2:9][CH2:10][NH:11][CH2:12]2)=[CH:7][CH:6]=1)(=[O:4])[CH2:2][CH3:3].[OH-].[Na+].Br[CH2:18][CH2:19][CH2:20][Cl:21].C(N(CC)CC)C.Cl. (3) The reactants are: [F:1][C:2]1[CH:7]=[CH:6][C:5]([C:8]2[C:9]3[N:10]([N:15]=[C:16]([NH2:18])[N:17]=3)[CH:11]=[C:12]([CH3:14])[CH:13]=2)=[C:4]([CH3:19])[CH:3]=1.Br[C:21]1[CH:26]=[CH:25][C:24]([N:27]2[CH:31]=[C:30]([CH3:32])[N:29]=[CH:28]2)=[C:23]([O:33][CH3:34])[CH:22]=1.C(Cl)Cl. Given the product [F:1][C:2]1[CH:7]=[CH:6][C:5]([C:8]2[C:9]3[N:10]([N:15]=[C:16]([NH:18][C:21]4[CH:26]=[CH:25][C:24]([N:27]5[CH:31]=[C:30]([CH3:32])[N:29]=[CH:28]5)=[C:23]([O:33][CH3:34])[CH:22]=4)[N:17]=3)[CH:11]=[C:12]([CH3:14])[CH:13]=2)=[C:4]([CH3:19])[CH:3]=1, predict the reactants needed to synthesize it. (4) Given the product [N:42]([C@H:10]1[C@H:9]([O:8][CH2:1][C:2]2[CH:7]=[CH:6][CH:5]=[CH:4][CH:3]=2)[C@@H:16]([O:17][CH2:18][C:19]2[CH:24]=[CH:23][CH:22]=[CH:21][CH:20]=2)[C@H:15]([CH2:25][O:26][CH2:27][C:28]2[CH:33]=[CH:32][CH:31]=[CH:30][CH:29]=2)[O:14][C@H:11]1[O:12][CH3:13])=[N+:43]=[N-:44], predict the reactants needed to synthesize it. The reactants are: [CH2:1]([O:8][C@@H:9]1[C@@H:16]([O:17][CH2:18][C:19]2[CH:24]=[CH:23][CH:22]=[CH:21][CH:20]=2)[C@H:15]([CH2:25][O:26][CH2:27][C:28]2[CH:33]=[CH:32][CH:31]=[CH:30][CH:29]=2)[O:14][C@@H:11]([O:12][CH3:13])[C@@H:10]1OS(C(F)(F)F)(=O)=O)[C:2]1[CH:7]=[CH:6][CH:5]=[CH:4][CH:3]=1.[N-:42]=[N+:43]=[N-:44].C([N+](CCCC)(CCCC)CCCC)CCC. (5) Given the product [CH2:62]([O:64][C:65](=[O:110])[C:66]([CH3:109])([CH3:108])[CH2:67][C:68]1[N:69]([CH2:93][C:94]2[CH:99]=[CH:98][C:97]([C:100]3[N:101]=[N:102][C:103]([O:106][CH3:107])=[CH:104][CH:105]=3)=[CH:96][CH:95]=2)[C:70]2[C:75]([C:76]=1[S:77][C:78]([CH3:80])([CH3:81])[CH3:79])=[CH:74][C:73]([O:82][CH2:83][C@@H:84]1[CH2:92][C:91]3[C:86](=[CH:87][CH:88]=[CH:89][CH:90]=3)[N:85]1[C:1](=[O:5])[CH3:2])=[CH:72][CH:71]=2)[CH3:63], predict the reactants needed to synthesize it. The reactants are: [C:1]([O:5]C(N1C2C(=CC=CC=2)C[C@H]1C(OC1C=C2C(=CC=1)NC(CC(C(O)=O)(C)C)=C2SC(C)(C)C)CC1C=CC(C2N=NC(OC)=CC=2)=CC=1)=O)(C)(C)[CH3:2].C(O)(C(F)(F)F)=O.[CH2:62]([O:64][C:65](=[O:110])[C:66]([CH3:109])([CH3:108])[CH2:67][C:68]1[N:69]([CH2:93][C:94]2[CH:99]=[CH:98][C:97]([C:100]3[N:101]=[N:102][C:103]([O:106][CH3:107])=[CH:104][CH:105]=3)=[CH:96][CH:95]=2)[C:70]2[C:75]([C:76]=1[S:77][C:78]([CH3:81])([CH3:80])[CH3:79])=[CH:74][C:73]([O:82][CH2:83][C@@H:84]1[CH2:92][C:91]3[C:86](=[CH:87][CH:88]=[CH:89][CH:90]=3)[NH:85]1)=[CH:72][CH:71]=2)[CH3:63].C(N(C(C)C)CC)(C)C.C(OC(=O)C)(=O)C.